Dataset: hERG potassium channel inhibition data for cardiac toxicity prediction from Karim et al.. Task: Regression/Classification. Given a drug SMILES string, predict its toxicity properties. Task type varies by dataset: regression for continuous values (e.g., LD50, hERG inhibition percentage) or binary classification for toxic/non-toxic outcomes (e.g., AMES mutagenicity, cardiotoxicity, hepatotoxicity). Dataset: herg_karim. The drug is O=S(=O)(NCCN1CC2CN(CCc3ccccc3)CC(C1)O2)c1ccc(F)cc1. The result is 0 (non-blocker).